This data is from Full USPTO retrosynthesis dataset with 1.9M reactions from patents (1976-2016). The task is: Predict the reactants needed to synthesize the given product. (1) Given the product [OH:30][NH:29][C:3]([C:5]1[S:9][C:8]([N:10]2[CH2:15][CH2:14][N:13]([S:16]([C:19]3[CH:20]=[CH:21][C:22]([N+:25]([O-:27])=[O:26])=[CH:23][CH:24]=3)(=[O:17])=[O:18])[CH2:12][CH2:11]2)=[N:7][CH:6]=1)=[O:2], predict the reactants needed to synthesize it. The reactants are: C[O:2][C:3]([C:5]1[S:9][C:8]([N:10]2[CH2:15][CH2:14][N:13]([S:16]([C:19]3[CH:24]=[CH:23][C:22]([N+:25]([O-:27])=[O:26])=[CH:21][CH:20]=3)(=[O:18])=[O:17])[CH2:12][CH2:11]2)=[N:7][CH:6]=1)=O.Cl.[NH2:29][OH:30].C[O-].[Na+].CO.Cl. (2) The reactants are: [I:1][C:2]1[CH:7]=[CH:6][C:5]([C:8]2[NH:13][C:12](=[S:14])[N:11]3[N:15]=[CH:16][CH:17]=[C:10]3[CH:9]=2)=[CH:4][CH:3]=1.Cl.[CH3:19]O. Given the product [I:1][C:2]1[CH:3]=[CH:4][C:5]([C:8]2[N:13]=[C:12]([S:14][CH3:19])[N:11]3[N:15]=[CH:16][CH:17]=[C:10]3[CH:9]=2)=[CH:6][CH:7]=1, predict the reactants needed to synthesize it. (3) Given the product [O:21]1[CH2:26][CH2:25][CH2:24][CH:23]([NH:27][C:2]2[N:7]3[N:8]=[C:9]([NH:11][C:12](=[O:19])[C:13]4[CH:18]=[CH:17][CH:16]=[CH:15][CH:14]=4)[N:10]=[C:6]3[CH:5]=[CH:4][CH:3]=2)[CH2:22]1, predict the reactants needed to synthesize it. The reactants are: Cl[C:2]1[N:7]2[N:8]=[C:9]([NH:11][C:12](=[O:19])[C:13]3[CH:18]=[CH:17][CH:16]=[CH:15][CH:14]=3)[N:10]=[C:6]2[CH:5]=[CH:4][CH:3]=1.Cl.[O:21]1[CH2:26][CH2:25][CH2:24][CH:23]([NH2:27])[CH2:22]1. (4) Given the product [C:7]([C:9]1[C:10]([C:19]2[CH:24]=[CH:23][C:22]([C:25]3[S:26][CH:27]=[CH:28][N:29]=3)=[CH:21][CH:20]=2)=[C:11]([C:16]([NH2:31])=[O:17])[S:12][C:13]=1[CH2:14][CH3:15])#[N:8], predict the reactants needed to synthesize it. The reactants are: C(Cl)(=O)C(Cl)=O.[C:7]([C:9]1[C:10]([C:19]2[CH:24]=[CH:23][C:22]([C:25]3[S:26][CH:27]=[CH:28][N:29]=3)=[CH:21][CH:20]=2)=[C:11]([C:16](O)=[O:17])[S:12][C:13]=1[CH2:14][CH3:15])#[N:8].C[N:31](C=O)C.N. (5) Given the product [CH3:4][C:5]1[C:6]2[S:16][CH:15]=[CH:14][C:7]=2[NH:8][C:9]=1[C:10]([O:12][CH3:13])=[O:11], predict the reactants needed to synthesize it. The reactants are: CN([CH2:4][C:5]1[C:6]2[S:16][CH:15]=[CH:14][C:7]=2[NH:8][C:9]=1[C:10]([O:12][CH3:13])=[O:11])C.CI.[BH4-].[Na+].Cl.CC1CCCCC1.C.